From a dataset of Catalyst prediction with 721,799 reactions and 888 catalyst types from USPTO. Predict which catalyst facilitates the given reaction. (1) Reactant: [CH2:1]([NH:8][CH2:9][CH2:10][NH:11][CH2:12][C:13]1[CH:18]=[CH:17][CH:16]=[CH:15][CH:14]=1)[C:2]1[CH:7]=[CH:6][CH:5]=[CH:4][CH:3]=1.Br[CH:20]([CH2:26]Br)[C:21]([O:23][CH2:24][CH3:25])=[O:22]. Product: [CH2:1]([N:8]1[CH2:9][CH2:10][N:11]([CH2:12][C:13]2[CH:18]=[CH:17][CH:16]=[CH:15][CH:14]=2)[CH2:26][CH:20]1[C:21]([O:23][CH2:24][CH3:25])=[O:22])[C:2]1[CH:3]=[CH:4][CH:5]=[CH:6][CH:7]=1. The catalyst class is: 11. (2) Reactant: [Br:1][C:2]1[C:3]([F:22])=[CH:4][C:5]([N+:19]([O-:21])=[O:20])=[C:6]([O:8][C:9]2[C:10]([F:18])=[C:11]([CH2:16][NH2:17])[CH:12]=[CH:13][C:14]=2[Cl:15])[CH:7]=1.[Cl:23][C:24]1[N:25]=[CH:26][N:27]([CH2:32][O:33][CH2:34][CH2:35][Si:36]([CH3:39])([CH3:38])[CH3:37])[C:28]=1[C:29](O)=[O:30].C1C=CC2N(O)N=NC=2C=1.C(Cl)CCl. Product: [Br:1][C:2]1[C:3]([F:22])=[CH:4][C:5]([N+:19]([O-:21])=[O:20])=[C:6]([O:8][C:9]2[C:10]([F:18])=[C:11]([CH2:16][NH:17][C:29]([C:28]3[N:27]([CH2:32][O:33][CH2:34][CH2:35][Si:36]([CH3:38])([CH3:37])[CH3:39])[CH:26]=[N:25][C:24]=3[Cl:23])=[O:30])[CH:12]=[CH:13][C:14]=2[Cl:15])[CH:7]=1. The catalyst class is: 31. (3) Reactant: [CH3:1][C@@H:2]1[CH2:6][CH2:5][CH2:4][N:3]1[CH2:7][CH2:8][C:9]1[CH:14]=[CH:13][C:12]([C:15]2[CH:24]=[C:23]3[C:18]([CH2:19][CH2:20][NH:21][CH2:22]3)=[CH:17][CH:16]=2)=[CH:11][CH:10]=1.C(N(CC)CC)C.[CH3:32][O:33][CH2:34][CH2:35][C:36]([Cl:38])=[O:37]. Product: [ClH:38].[CH3:32][O:33][CH2:34][CH2:35][C:36]([N:21]1[CH2:20][CH2:19][C:18]2[C:23](=[CH:24][C:15]([C:12]3[CH:11]=[CH:10][C:9]([CH2:8][CH2:7][N:3]4[CH2:4][CH2:5][CH2:6][C@H:2]4[CH3:1])=[CH:14][CH:13]=3)=[CH:16][CH:17]=2)[CH2:22]1)=[O:37]. The catalyst class is: 2. (4) Product: [CH3:13][O:12][C:4]1[CH:5]=[C:6]([N+:9]([O-:11])=[O:10])[CH:7]=[CH:8][C:3]=1[CH2:2][P:15]([CH3:14])(=[O:19])[O:16][CH2:17][CH3:18]. The catalyst class is: 146. Reactant: Br[CH2:2][C:3]1[CH:8]=[CH:7][C:6]([N+:9]([O-:11])=[O:10])=[CH:5][C:4]=1[O:12][CH3:13].[CH3:14][P:15]([O:19]CC)[O:16][CH2:17][CH3:18].Cl. (5) Reactant: [C:1]([C:3]1[CH:12]=[C:11]2[C:6]([CH:7](O)[CH2:8][CH2:9][O:10]2)=[CH:5][CH:4]=1)#[N:2].O=S(Cl)[Cl:16]. Product: [Cl:16][CH:7]1[C:6]2[C:11](=[CH:12][C:3]([C:1]#[N:2])=[CH:4][CH:5]=2)[O:10][CH2:9][CH2:8]1. The catalyst class is: 2. (6) Reactant: [F:1][C:2]1[CH:7]=[CH:6][C:5]([S:8]([NH:11][C@@H:12]([CH:17]([OH:19])[CH3:18])[C:13]([O:15][CH3:16])=[O:14])(=[O:10])=[O:9])=[CH:4][CH:3]=1.C([O-])([O-])=O.[K+].[K+].[CH2:26](I)[CH3:27]. The catalyst class is: 39. Product: [CH2:26]([N:11]([S:8]([C:5]1[CH:4]=[CH:3][C:2]([F:1])=[CH:7][CH:6]=1)(=[O:9])=[O:10])[C@@H:12]([CH:17]([OH:19])[CH3:18])[C:13]([O:15][CH3:16])=[O:14])[CH3:27]. (7) Reactant: [OH-].[Li+].[NH:3]1[C:11]2[C:6](=[CH:7][CH:8]=[C:9]([C:12]([O:14]C)=[O:13])[CH:10]=2)[CH:5]=[CH:4]1. Product: [NH:3]1[C:11]2[C:6](=[CH:7][CH:8]=[C:9]([C:12]([OH:14])=[O:13])[CH:10]=2)[CH:5]=[CH:4]1. The catalyst class is: 132.